From a dataset of Forward reaction prediction with 1.9M reactions from USPTO patents (1976-2016). Predict the product of the given reaction. (1) Given the reactants [F:1][CH:2]([F:14])[O:3][C:4]1[CH:5]=[C:6]([C@H:10]([OH:13])[CH2:11]O)[CH:7]=[CH:8][CH:9]=1.CC(OC)(OC)OC.C[Si](Cl)(C)C.C(=O)([O-])[O-].[K+].[K+], predict the reaction product. The product is: [F:1][CH:2]([F:14])[O:3][C:4]1[CH:5]=[C:6]([C@H:10]2[CH2:11][O:13]2)[CH:7]=[CH:8][CH:9]=1. (2) Given the reactants [CH2:1]([N:3]1[C:12]2[C:7](=[CH:8][C:9]([O:23][CH2:24][C:25]3[CH:30]=[CH:29][C:28]([O:31][CH3:32])=[CH:27][CH:26]=3)=[C:10]([O:13][CH2:14][C:15]3[CH:20]=[CH:19][C:18]([O:21][CH3:22])=[CH:17][CH:16]=3)[CH:11]=2)[C:6](=[O:33])[C:5]([CH2:34]O)=[N:4]1)[CH3:2].CS(Cl)(=O)=O.[NH:41]1[CH2:46][CH2:45][CH2:44][CH2:43][CH2:42]1, predict the reaction product. The product is: [CH2:1]([N:3]1[C:12]2[C:7](=[CH:8][C:9]([O:23][CH2:24][C:25]3[CH:26]=[CH:27][C:28]([O:31][CH3:32])=[CH:29][CH:30]=3)=[C:10]([O:13][CH2:14][C:15]3[CH:16]=[CH:17][C:18]([O:21][CH3:22])=[CH:19][CH:20]=3)[CH:11]=2)[C:6](=[O:33])[C:5]([CH2:34][N:41]2[CH2:46][CH2:45][CH2:44][CH2:43][CH2:42]2)=[N:4]1)[CH3:2]. (3) The product is: [OH:6][CH:4]([CH2:3][O:2][CH3:1])[CH2:5][NH:12][CH2:11][C:10]([O:9][CH2:7][CH3:8])=[O:13]. Given the reactants [CH3:1][O:2][CH2:3][CH:4]1[O:6][CH2:5]1.[CH2:7]([O:9][C:10](=[O:13])[CH2:11][NH2:12])[CH3:8], predict the reaction product. (4) Given the reactants Br[C:2]1[CH:3]=[C:4]([CH:7]=[CH:8][CH:9]=1)[CH:5]=[O:6].C([O-])(O)=O.[Na+].[C:15]([O:19][C:20]([CH3:23])([CH3:22])[CH3:21])(=[O:18])[CH:16]=[CH2:17], predict the reaction product. The product is: [CH:5]([C:4]1[CH:3]=[C:2](/[CH:17]=[CH:16]/[C:15]([O:19][C:20]([CH3:23])([CH3:22])[CH3:21])=[O:18])[CH:9]=[CH:8][CH:7]=1)=[O:6]. (5) Given the reactants [Cl:1][C:2]1[N:7]=[C:6](Cl)[CH:5]=[CH:4][N:3]=1.[NH:9]1[C:17]2[C:12](=[CH:13][C:14]([OH:18])=[CH:15][CH:16]=2)[CH:11]=[N:10]1, predict the reaction product. The product is: [Cl:1][C:2]1[N:7]=[C:6]([O:18][C:14]2[CH:13]=[C:12]3[C:17](=[CH:16][CH:15]=2)[NH:9][N:10]=[CH:11]3)[CH:5]=[CH:4][N:3]=1. (6) Given the reactants C(N(C(C)C)CC)(C)C.[CH3:10][CH:11]1[CH2:16][NH:15][CH:14]([CH3:17])[CH2:13][NH:12]1.[C:18]1([CH2:24][C:25](O)=[O:26])[CH:23]=[CH:22][CH:21]=[CH:20][CH:19]=1.CN(C(ON1N=NC2C=CC=NC1=2)=[N+](C)C)C.F[P-](F)(F)(F)(F)F, predict the reaction product. The product is: [CH3:10][CH:11]1[CH2:16][NH:15][CH:14]([CH3:17])[CH2:13][N:12]1[C:25](=[O:26])[CH2:24][C:18]1[CH:23]=[CH:22][CH:21]=[CH:20][CH:19]=1.